From a dataset of CYP2D6 inhibition data for predicting drug metabolism from PubChem BioAssay. Regression/Classification. Given a drug SMILES string, predict its absorption, distribution, metabolism, or excretion properties. Task type varies by dataset: regression for continuous measurements (e.g., permeability, clearance, half-life) or binary classification for categorical outcomes (e.g., BBB penetration, CYP inhibition). Dataset: cyp2d6_veith. (1) The compound is CC(=O)c1c(C)nc(-c2ccccc2)n1O. The result is 0 (non-inhibitor). (2) The drug is COc1cccc(-c2nnc3sc(-c4ccc(C)cc4)nn23)c1. The result is 0 (non-inhibitor). (3) The compound is CCCn1nnc(NC(=O)Cc2ccccc2)n1. The result is 0 (non-inhibitor). (4) The compound is C/C(=N\NC(=S)Nc1ccc(F)cc1)C1CC1. The result is 0 (non-inhibitor). (5) The molecule is CN(C)[C@H]1C(=O)C(C(=O)NCN[C@@H](CCCCN)C(=O)O)=C(O)[C@]2(O)C(=O)C3=C(O)c4c(O)cccc4[C@@](C)(O)[C@H]3C[C@@H]12. The result is 0 (non-inhibitor). (6) The molecule is COc1ccc(C[C@@H]2c3cc(OC)c(OC)cc3CC[N@+]2(C)CCC(=O)OCCCCCOC(=O)CC[N@@+]2(C)CCc3cc(OC)c(OC)cc3[C@H]2Cc2ccc(OC)c(OC)c2)cc1OC.O=S(=O)([O-])c1ccccc1.O=S(=O)([O-])c1ccccc1. The result is 0 (non-inhibitor). (7) The drug is CS[C@@H](CC(=O)O)C(=O)O. The result is 0 (non-inhibitor). (8) The drug is Cn1cnc([N+](=O)[O-])c1Sc1ncnc2nc[nH]c12. The result is 0 (non-inhibitor). (9) The molecule is CC(=O)Nc1cc(C(=O)N2CCCC2)ccc1S(=O)(=O)c1ccc(C)cc1. The result is 0 (non-inhibitor). (10) The drug is C=CCNC(=O)C1CCN(S(=O)(=O)CC)CC1. The result is 0 (non-inhibitor).